This data is from Reaction yield outcomes from USPTO patents with 853,638 reactions. The task is: Predict the reaction yield, written as a fraction of the theoretical maximum amount of product (1.0 means a 100% yield; for example, 0.34 means a 34% yield). (1) The reactants are [F:1][C:2]1[CH:7]=[CH:6][C:5]([F:8])=[CH:4][C:3]=1[NH:9][C:10]([NH2:12])=[S:11].[O-]CC.[Na+].[C:17]([CH2:19][C:20](OCC)=[O:21])#[N:18]. The catalyst is C(O)C. The product is [NH2:18][C:17]1[N:9]([C:3]2[CH:4]=[C:5]([F:8])[CH:6]=[CH:7][C:2]=2[F:1])[C:10](=[S:11])[NH:12][C:20](=[O:21])[CH:19]=1. The yield is 0.800. (2) The product is [Cl:1][C:2]1[CH:3]=[C:4]([CH:12]([O:16][CH:17]2[CH2:22][CH2:21][CH2:20][CH:19]=[CH:18]2)[C:13]([NH:43][C:41]([NH:40][CH3:39])=[O:42])=[O:14])[CH:5]=[CH:6][C:7]=1[S:8]([CH3:11])(=[O:10])=[O:9]. The reactants are [Cl:1][C:2]1[CH:3]=[C:4]([CH:12]([O:16][CH:17]2[CH2:22][CH2:21][CH2:20][CH:19]=[CH:18]2)[C:13](O)=[O:14])[CH:5]=[CH:6][C:7]=1[S:8]([CH3:11])(=[O:10])=[O:9].FC1C=CC=CC=1.C(Cl)(=O)C(Cl)=O.ClCCl.[CH3:39][NH:40][C:41]([NH2:43])=[O:42].N1C=CC=CC=1. The yield is 0.540. The catalyst is C(OCC)(=O)C.CN(C)C=O. (3) The reactants are C(O)(C(F)(F)F)=O.C(OC([NH:15][C@H:16]([C:42]([O:44][CH3:45])=[O:43])[CH2:17][C:18]1[CH:23]=[CH:22][C:21]([O:24][CH2:25][CH2:26][C:27]2[CH:32]=[CH:31][CH:30]=[C:29]([N:33](C(OC(C)(C)C)=O)[CH3:34])[N:28]=2)=[CH:20][N:19]=1)=O)(C)(C)C. The product is [CH3:34][NH:33][C:29]1[N:28]=[C:27]([CH2:26][CH2:25][O:24][C:21]2[CH:22]=[CH:23][C:18]([CH2:17][C@@H:16]([C:42]([O:44][CH3:45])=[O:43])[NH2:15])=[N:19][CH:20]=2)[CH:32]=[CH:31][CH:30]=1. The yield is 0.740. The catalyst is C(Cl)Cl. (4) The reactants are [NH2:1][CH2:2][CH2:3][N:4]1[CH2:11][CH:10]2[O:12][CH:6]([CH2:7][N:8]([CH2:13][C@H:14]([OH:25])[CH2:15][O:16][C:17]3[CH:24]=[CH:23][C:20]([C:21]#[N:22])=[CH:19][CH:18]=3)[CH2:9]2)[CH2:5]1.[C:26]1([CH2:32][S:33](Cl)(=[O:35])=[O:34])[CH:31]=[CH:30][CH:29]=[CH:28][CH:27]=1.C([O-])([O-])=O.[K+].[K+]. The catalyst is C(Cl)Cl.C(N(CC)CC)C.C(#N)C. The product is [C:21]([C:20]1[CH:19]=[CH:18][C:17]([O:16][CH2:15][C@@H:14]([OH:25])[CH2:13][N:8]2[CH2:9][CH:10]3[O:12][CH:6]([CH2:5][N:4]([CH2:3][CH2:2][NH:1][S:33]([CH2:32][C:26]4[CH:31]=[CH:30][CH:29]=[CH:28][CH:27]=4)(=[O:35])=[O:34])[CH2:11]3)[CH2:7]2)=[CH:24][CH:23]=1)#[N:22]. The yield is 0.720. (5) The reactants are [CH2:1]([N:8]([CH2:18][CH2:19][O:20][Si](C(C)(C)C)(C)C)[C:9](=O)[C:10]1[CH:15]=[CH:14][CH:13]=[N:12][C:11]=1[Cl:16])[C:2]1[CH:7]=[CH:6][CH:5]=[CH:4][CH:3]=1.CO. The catalyst is C1COCC1. The product is [CH2:1]([N:8]([CH2:9][C:10]1[C:11]([Cl:16])=[N:12][CH:13]=[CH:14][CH:15]=1)[CH2:18][CH2:19][OH:20])[C:2]1[CH:3]=[CH:4][CH:5]=[CH:6][CH:7]=1. The yield is 0.860. (6) The reactants are [ClH:1].Cl.[NH2:3][CH2:4][C@@:5]1([OH:13])[CH:10]2[CH2:11][CH2:12][N:7]([CH2:8][CH2:9]2)[CH2:6]1.C([O-])([O-])=O.[Cs+].[Cs+].N([C:23]1C=[C:27]([C:29]2C=NC=CC=2)[N:26]=[CH:25][N:24]=1)=C=S.C(N=C=[N:40][CH:41](C)C)(C)C. The catalyst is CN(C)C=O. The product is [Cl:1][C:29]1[N:40]=[CH:41][C:25]([NH:24][C:23]2[O:13][C@@:5]3([CH2:4][N:3]=2)[CH:10]2[CH2:9][CH2:8][N:7]([CH2:12][CH2:11]2)[CH2:6]3)=[N:26][CH:27]=1. The yield is 0.350. (7) The reactants are Br[C:2]1[C:3]([C:12]2[CH:17]=[CH:16][C:15]([F:18])=[CH:14][CH:13]=2)=[N:4][N:5]2[C:10](Cl)=[CH:9][CH:8]=[CH:7][C:6]=12.[F:19][C:20]1[CH:25]=[C:24](B(O)O)[CH:23]=[CH:22][N:21]=1. No catalyst specified. The product is [F:18][C:15]1[CH:16]=[CH:17][C:12]([C:3]2[C:2]([C:24]3[CH:23]=[CH:22][N:21]=[C:20]([F:19])[CH:25]=3)=[C:6]3[CH:7]=[CH:8][CH:9]=[C:10]([C:24]4[CH:23]=[CH:22][N:21]=[C:20]([F:19])[CH:25]=4)[N:5]3[N:4]=2)=[CH:13][CH:14]=1. The yield is 0.240. (8) The reactants are [Br:1][C:2]1[C:7]([O:8][CH3:9])=[CH:6][C:5]([C:10]2[O:11][CH:12]=[CH:13][CH:14]=2)=[CH:4][C:3]=1[O:15][CH3:16].C([N-]C(C)C)(C)C.[Li+].CON(C)[C:28](=[O:44])[CH:29]([O:42][CH3:43])[C:30]1[CH:35]=[CH:34][C:33]([N:36]2[CH2:41][CH2:40][O:39][CH2:38][CH2:37]2)=[CH:32][CH:31]=1. The catalyst is C1COCC1. The product is [Br:1][C:2]1[C:7]([O:8][CH3:9])=[CH:6][C:5]([C:10]2[O:11][C:12]([C:28](=[O:44])[CH:29]([O:42][CH3:43])[C:30]3[CH:31]=[CH:32][C:33]([N:36]4[CH2:37][CH2:38][O:39][CH2:40][CH2:41]4)=[CH:34][CH:35]=3)=[CH:13][CH:14]=2)=[CH:4][C:3]=1[O:15][CH3:16]. The yield is 0.590.